From a dataset of Peptide-MHC class I binding affinity with 185,985 pairs from IEDB/IMGT. Regression. Given a peptide amino acid sequence and an MHC pseudo amino acid sequence, predict their binding affinity value. This is MHC class I binding data. The peptide sequence is VVGKPYKEV. The MHC is HLA-A02:03 with pseudo-sequence HLA-A02:03. The binding affinity (normalized) is 0.256.